From a dataset of Reaction yield outcomes from USPTO patents with 853,638 reactions. Predict the reaction yield, written as a fraction of the theoretical maximum amount of product (1.0 means a 100% yield; for example, 0.34 means a 34% yield). The reactants are C(OC([NH:8][C@H:9]1[CH2:15][CH2:14][C@@H:13]([O:16][C:17]([CH:19]2[CH2:24][CH2:23][CH2:22][CH2:21][CH2:20]2)=[O:18])[CH2:12][NH:11][C:10]1=[O:25])=O)(C)(C)C.Cl. The catalyst is C(OCC)(=O)C. The product is [NH2:8][C@H:9]1[CH2:15][CH2:14][C@@H:13]([O:16][C:17]([CH:19]2[CH2:24][CH2:23][CH2:22][CH2:21][CH2:20]2)=[O:18])[CH2:12][NH:11][C:10]1=[O:25]. The yield is 0.980.